Dataset: Forward reaction prediction with 1.9M reactions from USPTO patents (1976-2016). Task: Predict the product of the given reaction. (1) Given the reactants [C:1]([C:4]1[C:12]2[S:11][C:10](=[O:13])[NH:9][C:8]=2[C:7]([O:14][CH2:15][C:16]2[CH:21]=[CH:20][CH:19]=[CH:18][CH:17]=2)=[CH:6][CH:5]=1)(=[O:3])[CH3:2].[Br-:22].[Br-].[Br-].C1([N+](C)(C)C)C=CC=CC=1.C1([N+](C)(C)C)C=CC=CC=1.C1([N+](C)(C)C)C=CC=CC=1, predict the reaction product. The product is: [CH2:15]([O:14][C:7]1[C:8]2[NH:9][C:10](=[O:13])[S:11][C:12]=2[C:4]([C:1](=[O:3])[CH2:2][Br:22])=[CH:5][CH:6]=1)[C:16]1[CH:21]=[CH:20][CH:19]=[CH:18][CH:17]=1. (2) Given the reactants [Cl:1][C:2]1[CH:7]=[C:6]([C:8]([F:11])([F:10])[F:9])[CH:5]=[CH:4][C:3]=1[C:12]1[C:20]2[C:15](=[CH:16][C:17]([S:21]([N:24](CC3C=CC(OC)=CC=3OC)[C:25]3[S:29][N:28]=[CH:27][N:26]=3)(=[O:23])=[O:22])=[CH:18][CH:19]=2)[N:14]([CH3:41])[CH:13]=1.C(O)(C(F)(F)F)=O, predict the reaction product. The product is: [Cl:1][C:2]1[CH:7]=[C:6]([C:8]([F:10])([F:9])[F:11])[CH:5]=[CH:4][C:3]=1[C:12]1[C:20]2[C:15](=[CH:16][C:17]([S:21]([NH:24][C:25]3[S:29][N:28]=[CH:27][N:26]=3)(=[O:23])=[O:22])=[CH:18][CH:19]=2)[N:14]([CH3:41])[CH:13]=1. (3) The product is: [ClH:1].[NH2:23][C:19]1[C:18]([C:31]([OH:33])=[O:32])=[C:17]([F:34])[C:16]([O:15][CH2:8][C:9]2[CH:10]=[CH:11][CH:12]=[CH:13][CH:14]=2)=[C:21]([F:22])[CH:20]=1. Given the reactants [ClH:1].C(OCC)(=O)C.[CH2:8]([O:15][C:16]1[C:17]([F:34])=[C:18]([C:31]([OH:33])=[O:32])[C:19]([NH:23]C(OC(C)(C)C)=O)=[CH:20][C:21]=1[F:22])[C:9]1[CH:14]=[CH:13][CH:12]=[CH:11][CH:10]=1, predict the reaction product. (4) Given the reactants ClCCl.[CH3:4][O:5][CH2:6][CH2:7][CH2:8][OH:9].C(N(CC)CC)C.[CH3:17][S:18](Cl)(=[O:20])=[O:19], predict the reaction product. The product is: [CH3:17][S:18]([O:9][CH2:8][CH2:7][CH2:6][O:5][CH3:4])(=[O:20])=[O:19]. (5) Given the reactants [C:1]([C@@H:4]([NH:9][C:10]([C:12]1[CH:17]=[CH:16][C:15]([Br:18])=[C:14](Cl)[N:13]=1)=[O:11])[CH2:5][CH:6]([CH3:8])[CH3:7])(=[O:3])[NH2:2].[F:20][C:21]1[CH:26]=[CH:25][C:24]([OH:27])=[CH:23][CH:22]=1.C(=O)([O-])[O-].[Na+].[Na+].O, predict the reaction product. The product is: [C:1]([C@@H:4]([NH:9][C:10]([C:12]1[CH:17]=[CH:16][C:15]([Br:18])=[C:14]([O:27][C:24]2[CH:25]=[CH:26][C:21]([F:20])=[CH:22][CH:23]=2)[N:13]=1)=[O:11])[CH2:5][CH:6]([CH3:8])[CH3:7])(=[O:3])[NH2:2].